This data is from Peptide-MHC class I binding affinity with 185,985 pairs from IEDB/IMGT. The task is: Regression. Given a peptide amino acid sequence and an MHC pseudo amino acid sequence, predict their binding affinity value. This is MHC class I binding data. The peptide sequence is DRGFAAPQFSL. The MHC is Mamu-A07 with pseudo-sequence Mamu-A07. The binding affinity (normalized) is 0.466.